Regression/Classification. Given a drug SMILES string, predict its absorption, distribution, metabolism, or excretion properties. Task type varies by dataset: regression for continuous measurements (e.g., permeability, clearance, half-life) or binary classification for categorical outcomes (e.g., BBB penetration, CYP inhibition). Dataset: cyp3a4_veith. From a dataset of CYP3A4 inhibition data for predicting drug metabolism from PubChem BioAssay. (1) The drug is C[C@@H](C(=O)Nc1ccc2ccccc2c1)[C@H]1C[C@]1(C)[C@H](NS(=O)(=O)c1ccccc1)c1ccccc1. The result is 1 (inhibitor). (2) The compound is COc1cccc(Cn2c(=O)c(-c3ccccc3)nc3cncnc32)c1. The result is 1 (inhibitor). (3) The drug is Nc1nc(OCc2ccccc2)c2[nH]cnc2n1. The result is 1 (inhibitor). (4) The molecule is Cc1ccc(C(=O)OCn2ncc(Cl)c(Cl)c2=O)cc1. The result is 0 (non-inhibitor). (5) The compound is Cc1cccc(NC(=O)CSc2n[nH]c(-c3ccncc3)n2)c1. The result is 1 (inhibitor).